From a dataset of Full USPTO retrosynthesis dataset with 1.9M reactions from patents (1976-2016). Predict the reactants needed to synthesize the given product. The reactants are: [H-].[Al+3].[Li+].[H-].[H-].[H-].[CH2:7]([O:9][C:10]1([O:26][CH2:27][CH3:28])[CH2:15][CH2:14][N:13]([C@@H:16]2[CH2:20][CH2:19][C@H:18]([C:21](OCC)=[O:22])[CH2:17]2)[CH2:12][CH2:11]1)[CH3:8].[OH-].[Na+].[O-]S([O-])(=O)=O.[Na+].[Na+]. Given the product [CH2:27]([O:26][C:10]1([O:9][CH2:7][CH3:8])[CH2:15][CH2:14][N:13]([C@@H:16]2[CH2:20][CH2:19][C@H:18]([CH2:21][OH:22])[CH2:17]2)[CH2:12][CH2:11]1)[CH3:28], predict the reactants needed to synthesize it.